From a dataset of Catalyst prediction with 721,799 reactions and 888 catalyst types from USPTO. Predict which catalyst facilitates the given reaction. (1) Reactant: [CH3:1][C:2]1([CH3:16])[O:6][C@@H:5]([CH2:7][N:8]2[CH:12]=[CH:11][C:10]([N+:13]([O-])=O)=[N:9]2)[CH2:4][O:3]1.[H][H]. Product: [CH3:1][C:2]1([CH3:16])[O:6][C@@H:5]([CH2:7][N:8]2[CH:12]=[CH:11][C:10]([NH2:13])=[N:9]2)[CH2:4][O:3]1. The catalyst class is: 19. (2) Reactant: [CH2:1]([O:4][C:5](=[O:40])[C@@H:6]([NH:32][C:33]([O:35][C:36]([CH3:39])([CH3:38])[CH3:37])=[O:34])[CH2:7][C:8]1[CH:31]=[CH:30][C:11]([O:12][C:13]([NH:15][C@@H:16]([CH2:20][CH2:21][NH:22][C:23]([O:25][C:26]([CH3:29])([CH3:28])[CH3:27])=[O:24])[C:17](O)=[O:18])=[O:14])=[CH:10][CH:9]=1)[CH:2]=[CH2:3].[C:41]([S:60][CH2:61][C@@H:62]([C:64]([NH2:66])=[O:65])[NH2:63])([C:54]1[CH:59]=[CH:58][CH:57]=[CH:56][CH:55]=1)([C:48]1[CH:53]=[CH:52][CH:51]=[CH:50][CH:49]=1)[C:42]1[CH:47]=[CH:46][CH:45]=[CH:44][CH:43]=1.C(N(CC)C(C)C)(C)C.CN(C(ON1N=NC2C=CC=NC1=2)=[N+](C)C)C.F[P-](F)(F)(F)(F)F. Product: [CH2:1]([O:4][C:5](=[O:40])[C@H:6]([CH2:7][C:8]1[CH:9]=[CH:10][C:11]([O:12][C:13](=[O:14])[NH:15][C@@H:16]([CH2:20][CH2:21][NH:22][C:23](=[O:24])[O:25][C:26]([CH3:29])([CH3:28])[CH3:27])[C:17](=[O:18])[NH:63][C@H:62]([C:64](=[O:65])[NH2:66])[CH2:61][S:60][C:41]([C:48]2[CH:53]=[CH:52][CH:51]=[CH:50][CH:49]=2)([C:54]2[CH:55]=[CH:56][CH:57]=[CH:58][CH:59]=2)[C:42]2[CH:43]=[CH:44][CH:45]=[CH:46][CH:47]=2)=[CH:30][CH:31]=1)[NH:32][C:33]([O:35][C:36]([CH3:39])([CH3:38])[CH3:37])=[O:34])[CH:2]=[CH2:3]. The catalyst class is: 4. (3) Reactant: [C:1]([O:5][C:6](=[O:21])[CH2:7][O:8][C:9]1[C:18]2[CH2:17][CH2:16][CH2:15][CH2:14][C:13]=2[CH:12]=[C:11]([Cl:19])[C:10]=1[F:20])([CH3:4])([CH3:3])[CH3:2].C([O-])(=O)C.[NH4+].C([BH3-])#[N:28].[Na+]. The catalyst class is: 5. Product: [C:1]([O:5][C:6](=[O:21])[CH2:7][O:8][C:9]1[C:18]2[CH2:17][CH2:16][CH2:15][CH:14]([NH2:28])[C:13]=2[CH:12]=[C:11]([Cl:19])[C:10]=1[F:20])([CH3:4])([CH3:2])[CH3:3]. (4) Reactant: [Cl:1][C:2]1[CH:7]=[CH:6][C:5]([C:8]2[CH:9]=[C:10]([NH:20][C:21]([C:23]3[CH:24]=[N:25][CH:26]=[C:27]([CH:31]=3)[C:28](O)=[O:29])=[O:22])[CH:11]=[N:12][C:13]=2[O:14][CH2:15][C:16]([F:19])([F:18])[F:17])=[CH:4][CH:3]=1.Cl.CN.[CH3:35][N:36](C(ON1N=NC2C=CC=CC1=2)=[N+](C)C)C.[B-](F)(F)(F)F.CCN(C(C)C)C(C)C. Product: [Cl:1][C:2]1[CH:3]=[CH:4][C:5]([C:8]2[CH:9]=[C:10]([NH:20][C:21]([C:23]3[CH:24]=[N:25][CH:26]=[C:27]([C:28]([NH:36][CH3:35])=[O:29])[CH:31]=3)=[O:22])[CH:11]=[N:12][C:13]=2[O:14][CH2:15][C:16]([F:18])([F:17])[F:19])=[CH:6][CH:7]=1. The catalyst class is: 3. (5) The catalyst class is: 4. Product: [CH3:30][C:20]1[CH:25]=[CH:24][C:23]([S:26]([O:19][C:11]2[CH:12]=[C:13]3[C:18](=[C:9]([Br:8])[CH:10]=2)[CH:17]=[N:16][CH:15]=[CH:14]3)(=[O:28])=[O:27])=[CH:22][CH:21]=1. Reactant: C(N(CC)CC)C.[Br:8][C:9]1[CH:10]=[C:11]([OH:19])[CH:12]=[C:13]2[C:18]=1[CH:17]=[N:16][CH:15]=[CH:14]2.[C:20]1([CH3:30])[CH:25]=[CH:24][C:23]([S:26](Cl)(=[O:28])=[O:27])=[CH:22][CH:21]=1. (6) The catalyst class is: 547. Reactant: [C:1]1([C:7](=O)[S:8][C@@H:9]([C:19]2[CH:24]=[CH:23][CH:22]=[CH:21][CH:20]=2)[CH2:10][NH:11][C:12]([O:14][C:15]([CH3:18])([CH3:17])[CH3:16])=[O:13])[CH:6]=[CH:5]C=CC=1. Product: [C:10]([C:9]1[S:8][C:6]([CH3:5])=[CH:1][C:7]=1[S:8][C@@H:9]([C:19]1[CH:20]=[CH:21][CH:22]=[CH:23][CH:24]=1)[CH2:10][NH:11][C:12](=[O:13])[O:14][C:15]([CH3:16])([CH3:17])[CH3:18])#[N:11]. (7) Reactant: [N+:1]([C:4]1[CH:9]=[CH:8][C:7]([N:10]=[C:11]=[O:12])=[CH:6][CH:5]=1)([O-:3])=[O:2].[NH:13]1[CH2:18][CH:17]=[CH:16][CH2:15][CH2:14]1. Product: [N+:1]([C:4]1[CH:5]=[CH:6][C:7]([NH:10][C:11]([N:13]2[CH2:18][CH2:17][CH:16]=[CH:15][CH2:14]2)=[O:12])=[CH:8][CH:9]=1)([O-:3])=[O:2]. The catalyst class is: 3.